Dataset: Forward reaction prediction with 1.9M reactions from USPTO patents (1976-2016). Task: Predict the product of the given reaction. (1) Given the reactants [C:1]([CH:5]1[CH2:12][CH2:11][CH2:10][C:9](=[CH:13][C:14](OCC)=[O:15])[CH:8]([O:19][SiH:20]([CH3:22])[CH3:21])[CH2:7][CH2:6]1)([CH3:4])([CH3:3])[CH3:2].N1C=CN=C1.C([Si](Cl)(C)C)(C)(C)C.C(=O)(O)[O-].[Na+], predict the reaction product. The product is: [C:1]([CH:5]1[CH2:12][CH2:11][CH2:10][C:9](=[CH:13][CH2:14][OH:15])[CH:8]([O:19][SiH:20]([CH3:22])[CH3:21])[CH2:7][CH2:6]1)([CH3:4])([CH3:2])[CH3:3]. (2) Given the reactants [O:1]1[CH:5]2[O:6][CH2:7][CH2:8][CH:4]2[CH:3]([O:9][C:10](=[O:44])[NH:11][CH:12]([CH2:37][C:38]2[CH:43]=[CH:42][CH:41]=[CH:40][CH:39]=2)[CH:13]([OH:36])[CH2:14][N:15]([CH2:32][CH:33]([CH3:35])[CH3:34])[S:16]([C:19]2[CH:31]=[CH:30][C:22]3[N:23]=[C:24](S(C)(=O)=O)[S:25][C:21]=3[CH:20]=2)(=[O:18])=[O:17])[CH2:2]1.[Cl-].[CH:46]1([N:51]2[CH2:56][CH2:55][CH:54]([NH3+:57])[CH2:53][CH2:52]2)[CH2:50][CH2:49][CH2:48][CH2:47]1.C(N(CC)CC)C.C([O-])([O-])=O.[Na+].[Na+], predict the reaction product. The product is: [NH3:11].[O:1]1[CH:5]2[O:6][CH2:7][CH2:8][CH:4]2[CH:3]([O:9][C:10](=[O:44])[NH:11][CH:12]([CH2:37][C:38]2[CH:39]=[CH:40][CH:41]=[CH:42][CH:43]=2)[CH:13]([OH:36])[CH2:14][N:15]([S:16]([C:19]2[CH:31]=[CH:30][C:22]3[N:23]=[C:24]([NH:57][CH:54]4[CH2:55][CH2:56][N:51]([CH:46]5[CH2:50][CH2:49][CH2:48][CH2:47]5)[CH2:52][CH2:53]4)[S:25][C:21]=3[CH:20]=2)(=[O:18])=[O:17])[CH2:32][CH:33]([CH3:34])[CH3:35])[CH2:2]1. (3) Given the reactants [F-:1].[K+].[N+]([C:6]1[CH:25]=[C:24]([N+:26]([O-:28])=[O:27])[CH:23]=[CH:22][C:7]=1[C:8]([NH:10][CH2:11][C:12]([O:14][CH2:15][C:16]1[CH:21]=[CH:20][CH:19]=[CH:18][CH:17]=1)=[O:13])=[O:9])([O-])=O.C1OCCOCCOCCOCCOCCOC1.O, predict the reaction product. The product is: [F:1][C:6]1[CH:25]=[C:24]([N+:26]([O-:28])=[O:27])[CH:23]=[CH:22][C:7]=1[C:8]([NH:10][CH2:11][C:12]([O:14][CH2:15][C:16]1[CH:21]=[CH:20][CH:19]=[CH:18][CH:17]=1)=[O:13])=[O:9]. (4) Given the reactants Cl[C:2]([O:4][C:5]1[CH:10]=[CH:9][CH:8]=[CH:7][CH:6]=1)=[O:3].[NH2:11][C:12]1[CH:17]=[N:16][C:15]([C:18]2[CH:23]=[CH:22][CH:21]=[CH:20][CH:19]=2)=[CH:14][N:13]=1, predict the reaction product. The product is: [C:18]1([C:15]2[N:16]=[CH:17][C:12]([NH:11][C:2](=[O:3])[O:4][C:5]3[CH:10]=[CH:9][CH:8]=[CH:7][CH:6]=3)=[N:13][CH:14]=2)[CH:19]=[CH:20][CH:21]=[CH:22][CH:23]=1.